From a dataset of Reaction yield outcomes from USPTO patents with 853,638 reactions. Predict the reaction yield, written as a fraction of the theoretical maximum amount of product (1.0 means a 100% yield; for example, 0.34 means a 34% yield). The reactants are C(N(CC)C(C)C)(C)C.[Cl:10][C:11]1[N:12]=[CH:13][C:14]([C:17]([OH:19])=O)=[N:15][CH:16]=1.F[P-](F)(F)(F)(F)F.C[N+](C)=C(N(C)C)ON1C2N=CC=CC=2N=N1.[F:44][C:45]([F:51])([F:50])[C:46]1([NH2:49])[CH2:48][CH2:47]1.C([O-])(O)=O.[Na+]. No catalyst specified. The product is [Cl:10][C:11]1[N:12]=[CH:13][C:14]([C:17]([NH:49][C:46]2([C:45]([F:51])([F:50])[F:44])[CH2:48][CH2:47]2)=[O:19])=[N:15][CH:16]=1. The yield is 0.670.